From a dataset of Full USPTO retrosynthesis dataset with 1.9M reactions from patents (1976-2016). Predict the reactants needed to synthesize the given product. (1) Given the product [NH2:21][CH:14]1[CH:13]2[CH2:12][C:11]3([CH2:9][OH:8])[CH2:18][CH:17]([CH2:16][CH:15]1[CH2:20]3)[CH2:19]2, predict the reactants needed to synthesize it. The reactants are: [H-].[Al+3].[Li+].[H-].[H-].[H-].C[O:8][C:9]([C:11]12[CH2:20][CH:15]3[CH2:16][CH:17]([CH2:19][CH:13]([CH:14]3[NH2:21])[CH2:12]1)[CH2:18]2)=O. (2) Given the product [CH3:1][O:2][C:3]1[CH:8]=[C:7]([CH2:9][CH2:10][C@@H:11]2[N:16]([C:17]([O:19][C:20]([CH3:23])([CH3:22])[CH3:21])=[O:18])[CH2:15][C@@H:14]([C:24]([O:26][CH3:27])=[O:25])[CH2:13][CH2:12]2)[C:6]([C:28]([O:30][CH3:31])=[O:29])=[CH:5][N:4]=1, predict the reactants needed to synthesize it. The reactants are: [CH3:1][O:2][C:3]1[CH:8]=[C:7]([C:9]#[C:10][C@@H:11]2[N:16]([C:17]([O:19][C:20]([CH3:23])([CH3:22])[CH3:21])=[O:18])[CH2:15][C@@H:14]([C:24]([O:26][CH3:27])=[O:25])[CH2:13][CH2:12]2)[C:6]([C:28]([O:30][CH3:31])=[O:29])=[CH:5][N:4]=1.